The task is: Regression. Given two drug SMILES strings and cell line genomic features, predict the synergy score measuring deviation from expected non-interaction effect.. This data is from NCI-60 drug combinations with 297,098 pairs across 59 cell lines. Drug 1: CN(CCCl)CCCl.Cl. Drug 2: C1CC(=O)NC(=O)C1N2C(=O)C3=CC=CC=C3C2=O. Cell line: CAKI-1. Synergy scores: CSS=10.4, Synergy_ZIP=-1.62, Synergy_Bliss=-0.959, Synergy_Loewe=-19.2, Synergy_HSA=-2.49.